Task: Regression. Given two drug SMILES strings and cell line genomic features, predict the synergy score measuring deviation from expected non-interaction effect.. Dataset: NCI-60 drug combinations with 297,098 pairs across 59 cell lines (1) Drug 1: CC1=C2C(C(=O)C3(C(CC4C(C3C(C(C2(C)C)(CC1OC(=O)C(C(C5=CC=CC=C5)NC(=O)OC(C)(C)C)O)O)OC(=O)C6=CC=CC=C6)(CO4)OC(=O)C)OC)C)OC. Drug 2: CCCCC(=O)OCC(=O)C1(CC(C2=C(C1)C(=C3C(=C2O)C(=O)C4=C(C3=O)C=CC=C4OC)O)OC5CC(C(C(O5)C)O)NC(=O)C(F)(F)F)O. Cell line: OVCAR-4. Synergy scores: CSS=41.8, Synergy_ZIP=7.25, Synergy_Bliss=7.42, Synergy_Loewe=1.48, Synergy_HSA=9.73. (2) Drug 1: C1CCN(CC1)CCOC2=CC=C(C=C2)C(=O)C3=C(SC4=C3C=CC(=C4)O)C5=CC=C(C=C5)O. Drug 2: CCC(=C(C1=CC=CC=C1)C2=CC=C(C=C2)OCCN(C)C)C3=CC=CC=C3.C(C(=O)O)C(CC(=O)O)(C(=O)O)O. Synergy scores: CSS=-13.5, Synergy_ZIP=6.51, Synergy_Bliss=2.40, Synergy_Loewe=-1.73, Synergy_HSA=-6.07. Cell line: SK-MEL-5.